From a dataset of NCI-60 drug combinations with 297,098 pairs across 59 cell lines. Regression. Given two drug SMILES strings and cell line genomic features, predict the synergy score measuring deviation from expected non-interaction effect. (1) Drug 1: CCCS(=O)(=O)NC1=C(C(=C(C=C1)F)C(=O)C2=CNC3=C2C=C(C=N3)C4=CC=C(C=C4)Cl)F. Drug 2: CC1=C(N=C(N=C1N)C(CC(=O)N)NCC(C(=O)N)N)C(=O)NC(C(C2=CN=CN2)OC3C(C(C(C(O3)CO)O)O)OC4C(C(C(C(O4)CO)O)OC(=O)N)O)C(=O)NC(C)C(C(C)C(=O)NC(C(C)O)C(=O)NCCC5=NC(=CS5)C6=NC(=CS6)C(=O)NCCC[S+](C)C)O. Cell line: SK-MEL-2. Synergy scores: CSS=0.0255, Synergy_ZIP=-0.148, Synergy_Bliss=-1.87, Synergy_Loewe=-12.5, Synergy_HSA=-5.41. (2) Drug 1: C1=CC(=CC=C1CCCC(=O)O)N(CCCl)CCCl. Drug 2: COC1=NC(=NC2=C1N=CN2C3C(C(C(O3)CO)O)O)N. Cell line: MDA-MB-435. Synergy scores: CSS=-6.00, Synergy_ZIP=2.28, Synergy_Bliss=6.66, Synergy_Loewe=-1.87, Synergy_HSA=-0.966.